This data is from Full USPTO retrosynthesis dataset with 1.9M reactions from patents (1976-2016). The task is: Predict the reactants needed to synthesize the given product. (1) Given the product [N:7]12[CH2:8][CH2:9][CH:10]([CH2:11][CH2:12]1)[CH:5]([C@H:4]1[O:32][C:31](=[O:34])[N:39]([C:15]3[S:19][C:18]([C:20]4[CH:30]=[CH:29][C:23]([C:24]([N:26]([CH3:28])[CH3:27])=[O:25])=[CH:22][CH:21]=4)=[CH:17][CH:16]=3)[CH2:38]1)[CH2:6]2, predict the reactants needed to synthesize it. The reactants are: O1[C@@:5]2([CH:10]3[CH2:11][CH2:12][N:7]([CH2:8][CH2:9]3)[CH2:6]2)[CH2:4]NC1=O.Br[C:15]1[S:19][C:18]([C:20]2[CH:30]=[CH:29][C:23]([C:24]([N:26]([CH3:28])[CH3:27])=[O:25])=[CH:22][CH:21]=2)=[CH:17][CH:16]=1.[C:31](=[O:34])([O-])[O-:32].[K+].[K+].C(N)[CH2:38][NH2:39]. (2) Given the product [Cl:30][C:27]1[CH:26]=[CH:25][C:24]([CH:9]2[C:8]3[NH:4][C:5]([CH3:40])=[N:6][C:7]=3[C:11](=[O:12])[N:10]2[C:13]2[CH:22]=[C:21]([CH3:23])[C:16]3[N:17]=[N:18][N:19]([CH3:20])[C:15]=3[CH:14]=2)=[CH:29][CH:28]=1, predict the reactants needed to synthesize it. The reactants are: C([N:4]1[C:8]2[CH:9]([C:24]3[CH:29]=[CH:28][C:27]([Cl:30])=[CH:26][CH:25]=3)[N:10]([C:13]3[CH:22]=[C:21]([CH3:23])[C:16]4[N:17]=[N:18][N:19]([CH3:20])[C:15]=4[CH:14]=3)[C:11](=[O:12])[C:7]=2[N:6]=[C:5]1Br)C=C.[O-]P([O-])([O-])=O.[K+].[K+].[K+].[CH3:40]B1OB(C)OB(C)O1.CB1OB(C)OB(C)O1.CB1OB(C)OB(C)O1. (3) Given the product [OH:8][CH:9]1[CH2:14][CH2:13][N:12]([C:16]([O:18][CH:19]([CH3:21])[CH3:20])=[O:17])[CH2:11][CH2:10]1, predict the reactants needed to synthesize it. The reactants are: CCN(CC)CC.[OH:8][CH:9]1[CH2:14][CH2:13][NH:12][CH2:11][CH2:10]1.Cl[C:16]([O:18][CH:19]([CH3:21])[CH3:20])=[O:17]. (4) Given the product [F:43][C:4]1[CH:3]=[C:2]([NH:1][C:54]([NH:65][C:66]2[CH:70]=[C:69]([CH3:71])[O:68][N:67]=2)=[O:56])[CH:42]=[CH:41][C:5]=1[O:6][C:7]1[CH:12]=[CH:11][N:10]=[C:9]2[CH:13]=[C:14]([C:16]3[CH:40]=[CH:39][C:19]([CH2:20][N:21]([CH2:29][CH2:30][O:31][CH2:32][CH2:33][O:34][CH2:35][CH2:36][O:37][CH3:38])[C:22](=[O:28])[O:23][C:24]([CH3:27])([CH3:25])[CH3:26])=[CH:18][CH:17]=3)[S:15][C:8]=12, predict the reactants needed to synthesize it. The reactants are: [NH2:1][C:2]1[CH:42]=[CH:41][C:5]([O:6][C:7]2[CH:12]=[CH:11][N:10]=[C:9]3[CH:13]=[C:14]([C:16]4[CH:40]=[CH:39][C:19]([CH2:20][N:21]([CH2:29][CH2:30][O:31][CH2:32][CH2:33][O:34][CH2:35][CH2:36][O:37][CH3:38])[C:22](=[O:28])[O:23][C:24]([CH3:27])([CH3:26])[CH3:25])=[CH:18][CH:17]=4)[S:15][C:8]=23)=[C:4]([F:43])[CH:3]=1.CCN(C(C)C)C(C)C.Cl[C:54](Cl)([O:56]C(=O)OC(Cl)(Cl)Cl)Cl.[NH2:65][C:66]1[CH:70]=[C:69]([CH3:71])[O:68][N:67]=1. (5) Given the product [Br:49][C:50]1[CH:57]=[CH:56][CH:55]=[CH:54][C:51]=1[CH2:52][O:6][C:7]1[CH:8]=[CH:9][C:10]([C:13]2[CH:17]=[C:16]([C:18]([NH2:20])=[O:19])[O:15][N:14]=2)=[CH:11][CH:12]=1, predict the reactants needed to synthesize it. The reactants are: C([Si](C)(C)[O:6][C:7]1[CH:12]=[CH:11][C:10]([C:13]2[CH:17]=[C:16]([C:18]([NH2:20])=[O:19])[O:15][N:14]=2)=[CH:9][CH:8]=1)(C)(C)C.C([O-])([O-])=O.[K+].[K+].C1OCCOCCOCCOCCOCCOC1.[F-].[K+].[Br:49][C:50]1[CH:57]=[CH:56][CH:55]=[CH:54][C:51]=1[CH2:52]Br. (6) Given the product [CH:40]12[CH2:48][CH2:47][CH:44]([CH2:45][CH2:46]1)[CH2:43][N:42]([CH2:49][CH2:50][O:39][C:38]1[CH:37]=[CH:36][C:4]([CH2:5][N:7]([CH:33]([CH3:35])[CH3:34])[C:8]3[CH:13]=[C:12]([O:14][CH3:15])[CH:11]=[CH:10][C:9]=3[CH:16]3[CH2:25][CH2:24][C:23]4[CH:22]=[C:21]([OH:26])[CH:20]=[CH:19][C:18]=4[CH2:17]3)=[CH:3][C:2]=1[F:1])[CH2:41]2, predict the reactants needed to synthesize it. The reactants are: [F:1][C:2]1[CH:3]=[C:4]([CH:36]=[CH:37][C:38]=1[OH:39])[C:5]([N:7]([CH:33]([CH3:35])[CH3:34])[C:8]1[CH:13]=[C:12]([O:14][CH3:15])[CH:11]=[CH:10][C:9]=1[CH:16]1[CH2:25][CH2:24][C:23]2[CH:22]=[C:21]([O:26]C(=O)C(C)(C)C)[CH:20]=[CH:19][C:18]=2[CH2:17]1)=O.[CH:40]12[CH2:48][CH2:47][CH:44]([CH2:45][CH2:46]1)[CH2:43][N:42]([C:49](=O)[CH2:50]Cl)[CH2:41]2.